This data is from Reaction yield outcomes from USPTO patents with 853,638 reactions. The task is: Predict the reaction yield, written as a fraction of the theoretical maximum amount of product (1.0 means a 100% yield; for example, 0.34 means a 34% yield). (1) The reactants are [OH:1][N:2]1[C:7]([CH3:9])([CH3:8])[CH2:6][CH:5]([O:10][C:11](=[O:18])[C:12]2[CH:17]=[CH:16][CH:15]=[CH:14][CH:13]=2)[CH2:4][C:3]1([CH3:20])[CH3:19].[C:21](Cl)(=[O:26])[C:22]([CH3:25])([CH3:24])[CH3:23]. No catalyst specified. The product is [C:11]([O:10][CH:5]1[CH2:6][C:7]([CH3:9])([CH3:8])[N:2]([O:1][C:21](=[O:26])[C:22]([CH3:25])([CH3:24])[CH3:23])[C:3]([CH3:20])([CH3:19])[CH2:4]1)(=[O:18])[C:12]1[CH:17]=[CH:16][CH:15]=[CH:14][CH:13]=1. The yield is 0.700. (2) The reactants are [C:1]([C:4]1[CH:9]=[CH:8][C:7]([S:10]([NH:13][C:14]2[CH:19]=[CH:18][C:17]([Cl:20])=[CH:16][C:15]=2[N:21]2[C:29]3[C:24](=[N:25][CH:26]=[CH:27][CH:28]=3)[N:23]=[N:22]2)(=[O:12])=[O:11])=[CH:6][CH:5]=1)(=[O:3])[CH3:2].[BH4-].[Na+]. The catalyst is CO.CCOC(C)=O. The product is [Cl:20][C:17]1[CH:18]=[CH:19][C:14]([NH:13][S:10]([C:7]2[CH:6]=[CH:5][C:4]([CH:1]([OH:3])[CH3:2])=[CH:9][CH:8]=2)(=[O:12])=[O:11])=[C:15]([N:21]2[C:29]3[C:24](=[N:25][CH:26]=[CH:27][CH:28]=3)[N:23]=[N:22]2)[CH:16]=1. The yield is 0.840. (3) The product is [Br:1][C:2]1[C:3]([F:12])=[C:4]2[C:10]([NH:11][C:13](=[O:20])[C:14]3[CH:19]=[CH:18][CH:17]=[N:16][CH:15]=3)=[CH:9][NH:8][C:5]2=[N:6][CH:7]=1. The reactants are [Br:1][C:2]1[C:3]([F:12])=[C:4]2[C:10]([NH2:11])=[CH:9][NH:8][C:5]2=[N:6][CH:7]=1.[C:13](O)(=[O:20])[C:14]1[CH:19]=[CH:18][CH:17]=[N:16][CH:15]=1.O=C1N(P(Cl)(N2CCOC2=O)=O)CCO1.C(N(CC)CC)C.[Li+].[OH-].C([O-])([O-])=O.[Na+].[Na+]. The catalyst is C(Cl)Cl. The yield is 0.800. (4) The reactants are [C:1]([C:5]1[CH:9]=[C:8]([NH2:10])[N:7]([C:11]2[CH:16]=[CH:15][C:14]([CH3:17])=[CH:13][CH:12]=2)[N:6]=1)([CH3:4])([CH3:3])[CH3:2].C([O-])([O-])=O.[K+].[K+].Cl[C:25]([O:27][C:28]1[CH:33]=[CH:32][CH:31]=[CH:30][CH:29]=1)=[O:26]. The catalyst is C1COCC1. The product is [C:1]([C:5]1[CH:9]=[C:8]([NH:10][C:25](=[O:26])[O:27][C:28]2[CH:33]=[CH:32][CH:31]=[CH:30][CH:29]=2)[N:7]([C:11]2[CH:12]=[CH:13][C:14]([CH3:17])=[CH:15][CH:16]=2)[N:6]=1)([CH3:4])([CH3:3])[CH3:2]. The yield is 0.740. (5) The catalyst is C(Cl)Cl. The product is [ClH:16].[CH3:14][C:10]1([CH3:15])[O:11][CH2:12][CH2:13][NH:8][CH2:9]1. The yield is 0.930. The reactants are C([N:8]1[CH2:13][CH2:12][O:11][C:10]([CH3:15])([CH3:14])[CH2:9]1)C1C=CC=CC=1.[Cl:16]C(OC(Cl)C)=O. (6) The yield is 0.320. The catalyst is CC#N. The reactants are Br[CH2:2][C:3]1[N:8]=[CH:7][C:6]([C:9]#[N:10])=[CH:5][CH:4]=1.C(=O)([O-])[O-].[K+].[K+].[CH3:17][O:18][CH:19]([O:27][CH3:28])[C:20]1[CH:25]=[CH:24][N:23]=[CH:22][C:21]=1[OH:26]. The product is [CH3:28][O:27][CH:19]([O:18][CH3:17])[C:20]1[CH:25]=[CH:24][N:23]=[CH:22][C:21]=1[O:26][CH2:2][C:3]1[N:8]=[CH:7][C:6]([C:9]#[N:10])=[CH:5][CH:4]=1. (7) The reactants are C(OC([N:8]1[CH2:13][CH2:12][CH:11]([CH2:14][CH2:15][N:16]2[CH2:26][C:25]3[N:27]4[C:18](=[CH:19][N:20]=[C:21]4[CH:22]=[CH:23][CH:24]=3)[C:17]2=[O:28])[CH2:10][CH2:9]1)=O)(C)(C)C.[ClH:29]. The catalyst is C(O)C. The product is [ClH:29].[ClH:29].[NH:8]1[CH2:13][CH2:12][CH:11]([CH2:14][CH2:15][N:16]2[CH2:26][C:25]3[N:27]4[C:18](=[CH:19][N:20]=[C:21]4[CH:22]=[CH:23][CH:24]=3)[C:17]2=[O:28])[CH2:10][CH2:9]1. The yield is 0.798. (8) The reactants are [CH:1]1C=CC2N(O)N=NC=2[CH:6]=1.CCN(CC)CC.[C:18]([O:22][C:23]([NH:25][CH:26]([CH2:32][C:33]1[CH:38]=[CH:37][CH:36]=[CH:35][CH:34]=1)[CH:27]([OH:31])[C:28]([OH:30])=[O:29])=[O:24])([CH3:21])([CH3:20])[CH3:19].C1(N)CC1.C(Cl)CCl. The catalyst is C(Cl)Cl. The product is [C:18]([O:22][C:23]([NH:25][CH:26]([CH2:32][C:33]1[CH:34]=[CH:35][CH:36]=[CH:37][CH:38]=1)[CH:27]([OH:31])[C:28]([O:30][CH2:1][CH3:6])=[O:29])=[O:24])([CH3:21])([CH3:19])[CH3:20]. The yield is 0.850. (9) The reactants are [CH2:1]([O:3][C:4](=[O:12])[CH2:5][C:6](=O)[CH:7](Br)[CH2:8][CH3:9])[CH3:2].[F:13][C:14]([F:25])([F:24])[C:15]1[CH:23]=[CH:22][C:18]([C:19]([NH2:21])=[S:20])=[CH:17][CH:16]=1. The catalyst is C(O)C. The product is [CH2:1]([O:3][C:4](=[O:12])[CH2:5][C:6]1[N:21]=[C:19]([C:18]2[CH:17]=[CH:16][C:15]([C:14]([F:24])([F:13])[F:25])=[CH:23][CH:22]=2)[S:20][C:7]=1[CH2:8][CH3:9])[CH3:2]. The yield is 0.710. (10) The reactants are I[C:2]1[C:7]([Br:8])=[CH:6][C:5]([Br:9])=[CH:4][N:3]=1.[F-].[K+].[F:12][C:13]([Si](C)(C)C)([F:15])[F:14].N. The catalyst is CN1C(=O)CCC1.[Cu]I. The product is [Br:8][C:7]1[C:2]([C:13]([F:15])([F:14])[F:12])=[N:3][CH:4]=[C:5]([Br:9])[CH:6]=1. The yield is 0.460.